This data is from Peptide-MHC class II binding affinity with 134,281 pairs from IEDB. The task is: Regression. Given a peptide amino acid sequence and an MHC pseudo amino acid sequence, predict their binding affinity value. This is MHC class II binding data. (1) The peptide sequence is KVTTRRSIMGSNNISIIS. The MHC is DRB1_0101 with pseudo-sequence DRB1_0101. The binding affinity (normalized) is 0.210. (2) The MHC is DRB4_0101 with pseudo-sequence DRB4_0103. The peptide sequence is GELQIVDKIDAAFKW. The binding affinity (normalized) is 0.751. (3) The binding affinity (normalized) is 0.565. The MHC is DRB4_0103 with pseudo-sequence DRB4_0103. The peptide sequence is QVAKAGLKTNDRKWC. (4) The peptide sequence is AAGDFWGGAGSAACQ. The MHC is HLA-DQA10101-DQB10501 with pseudo-sequence HLA-DQA10101-DQB10501. The binding affinity (normalized) is 0. (5) The peptide sequence is RSATLASAETGVG. The MHC is DRB1_0401 with pseudo-sequence DRB1_0401. The binding affinity (normalized) is 0. (6) The peptide sequence is EKQYFAATQFEPLAA. The MHC is HLA-DQA10401-DQB10402 with pseudo-sequence HLA-DQA10401-DQB10402. The binding affinity (normalized) is 0.559. (7) The peptide sequence is FVQALTTAAASYASV. The MHC is DRB5_0101 with pseudo-sequence DRB5_0101. The binding affinity (normalized) is 0.493.